Predict the product of the given reaction. From a dataset of Forward reaction prediction with 1.9M reactions from USPTO patents (1976-2016). The product is: [Cl:2][C:3]1[CH:4]=[C:5]2[C:9](=[CH:10][CH:11]=1)[NH:8][CH:7]=[C:6]2[CH2:12][CH2:13][NH:14][C:21]([CH:20]1[CH2:19][CH2:18][N:17]([C:24]2[CH:29]=[CH:28][CH:27]=[CH:26][C:25]=2[CH3:32])[C:16]1=[O:15])=[O:23]. Given the reactants Cl.[Cl:2][C:3]1[CH:4]=[C:5]2[C:9](=[CH:10][CH:11]=1)[NH:8][CH:7]=[C:6]2[CH2:12][CH2:13][NH2:14].[O:15]=[C:16]1[CH:20]([C:21]([OH:23])=O)[CH2:19][CH2:18][N:17]1[C:24]1[CH:25]=[C:26](C)[CH:27]=[CH:28][CH:29]=1.O=[C:32]1C(C(O)=O)CCN1C1C=C(C)C=CC=1.C1CN([P+](ON2N=NC3C=CC=CC2=3)(N2CCCC2)N2CCCC2)CC1.F[P-](F)(F)(F)(F)F.C(N(CC)C(C)C)(C)C, predict the reaction product.